From a dataset of Full USPTO retrosynthesis dataset with 1.9M reactions from patents (1976-2016). Predict the reactants needed to synthesize the given product. (1) Given the product [CH2:1]([C:3]1([C:18]#[N:19])[CH2:7][CH2:6][NH:5][C:4]1=[O:17])[CH3:2], predict the reactants needed to synthesize it. The reactants are: [CH2:1]([C:3]1([C:18]#[N:19])[CH2:7][CH2:6][N:5](C(=O)C2C=CC(F)=CC=2)[C:4]1=[O:17])[CH3:2].C(N)CCCCCCC. (2) Given the product [F:31][C:28]([F:29])([F:30])[C:23]1[CH:24]=[CH:25][CH:26]=[CH:27][C:22]=1[C:20]([N:17]1[CH2:16][CH2:15][N:14]([C:11]2[N:12]=[N:13][C:8]([NH:7][C:4]([CH:1]3[CH2:3][CH2:2]3)=[O:6])=[CH:9][CH:10]=2)[CH2:19][CH2:18]1)=[O:21], predict the reactants needed to synthesize it. The reactants are: [CH:1]1([C:4]([OH:6])=O)[CH2:3][CH2:2]1.[NH2:7][C:8]1[N:13]=[N:12][C:11]([N:14]2[CH2:19][CH2:18][N:17]([C:20]([C:22]3[CH:27]=[CH:26][CH:25]=[CH:24][C:23]=3[C:28]([F:31])([F:30])[F:29])=[O:21])[CH2:16][CH2:15]2)=[CH:10][CH:9]=1. (3) Given the product [F:14][C:11]1[CH:12]=[C:13]2[C:8]([CH2:7][CH2:6][CH2:5][C@H:4]2[NH2:1])=[CH:9][CH:10]=1, predict the reactants needed to synthesize it. The reactants are: [N:1]([C@H:4]1[C:13]2[C:8](=[CH:9][CH:10]=[C:11]([F:14])[CH:12]=2)[CH2:7][CH2:6][CH2:5]1)=[N+]=[N-]. (4) Given the product [CH3:14][N:11]1[C:12]2[C:8](=[CH:7][CH:6]=[C:5]([C:3]([O-:4])=[O:2])[CH:13]=2)[C:9]([CH2:15][N:16]2[CH2:21][CH2:20][O:19][CH2:18][CH2:17]2)=[CH:10]1.[K+:23], predict the reactants needed to synthesize it. The reactants are: C[O:2][C:3]([C:5]1[CH:13]=[C:12]2[C:8]([C:9]([CH2:15][N:16]3[CH2:21][CH2:20][O:19][CH2:18][CH2:17]3)=[CH:10][N:11]2[CH3:14])=[CH:7][CH:6]=1)=[O:4].[OH-].[K+:23]. (5) Given the product [OH:8][CH2:9][C:10]([CH3:41])([CH3:42])[CH2:11][N:12]1[C:17](=[O:18])[C:16]([CH2:19][C:20]2[CH:21]=[CH:22][C:23]([C:26]3[C:27]([C:32]#[N:33])=[CH:28][CH:29]=[CH:30][CH:31]=3)=[CH:24][CH:25]=2)=[C:15]([CH2:34][CH2:35][CH3:36])[N:14]2[N:37]=[C:38]([CH3:40])[N:39]=[C:13]12, predict the reactants needed to synthesize it. The reactants are: [Si]([O:8][CH2:9][C:10]([CH3:42])([CH3:41])[CH2:11][N:12]1[C:17](=[O:18])[C:16]([CH2:19][C:20]2[CH:25]=[CH:24][C:23]([C:26]3[C:27]([C:32]#[N:33])=[CH:28][CH:29]=[CH:30][CH:31]=3)=[CH:22][CH:21]=2)=[C:15]([CH2:34][CH2:35][CH3:36])[N:14]2[N:37]=[C:38]([CH3:40])[N:39]=[C:13]12)(C(C)(C)C)(C)C.[F-].C([N+](CCCC)(CCCC)CCCC)CCC. (6) Given the product [C:16]([O:15][C:9]([CH3:8])([CH3:4])[CH3:10])([CH3:19])([CH3:18])[CH3:17], predict the reactants needed to synthesize it. The reactants are: IC1C=[CH:10][C:9]2[C:4](=CC=C[CH:8]=2)N=1.C([O:15][C:16]([CH3:19])([CH3:18])[CH3:17])(=O)C.